This data is from Forward reaction prediction with 1.9M reactions from USPTO patents (1976-2016). The task is: Predict the product of the given reaction. (1) Given the reactants [Br:1][C:2]1[C:13](=[O:14])[N:12]([CH2:15][CH3:16])[C:5]2[N:6]=[C:7]([S:10][CH3:11])[N:8]=[CH:9][C:4]=2[CH:3]=1.ClC1C=CC=C(C(OO)=[O:25])C=1, predict the reaction product. The product is: [Br:1][C:2]1[C:13](=[O:14])[N:12]([CH2:15][CH3:16])[C:5]2[N:6]=[C:7]([S:10]([CH3:11])=[O:25])[N:8]=[CH:9][C:4]=2[CH:3]=1. (2) Given the reactants Br[Zn][CH2:3][C:4]([O:6][CH2:7][CH3:8])=[O:5].[C:9](#N)[C:10]1[CH:15]=[CH:14][C:13]([O:16][CH3:17])=[CH:12][CH:11]=1.Cl.C(OCC)(=[O:22])C, predict the reaction product. The product is: [CH3:17][O:16][C:13]1[CH:14]=[CH:15][C:10]([C:9](=[O:22])[CH2:3][C:4]([O:6][CH2:7][CH3:8])=[O:5])=[CH:11][CH:12]=1. (3) The product is: [F:1][C:2]1[CH:3]=[CH:4][C:5]([N:8]2[C:16]3[C:11](=[CH:12][C:13]([C:17]([CH3:23])([CH3:22])[CH2:18][C:19]([NH:57][C:58]4[S:59][CH:60]=[CH:61][N:62]=4)=[O:21])=[CH:14][CH:15]=3)[CH:10]=[N:9]2)=[CH:6][CH:7]=1. Given the reactants [F:1][C:2]1[CH:7]=[CH:6][C:5]([N:8]2[C:16]3[C:11](=[CH:12][C:13]([C:17]([CH3:23])([CH3:22])[CH2:18][C:19]([OH:21])=O)=[CH:14][CH:15]=3)[CH:10]=[N:9]2)=[CH:4][CH:3]=1.C(N(C(C)C)CC)(C)C.CN(C(ON1N=NC2C=CC=NC1=2)=[N+](C)C)C.F[P-](F)(F)(F)(F)F.[NH2:57][C:58]1[S:59][CH:60]=[CH:61][N:62]=1, predict the reaction product. (4) Given the reactants [CH3:1][C:2]1[CH:3]=[C:4]([N:9]([CH2:24][CH2:25][C:26]2[CH:31]=[CH:30][C:29]([CH3:32])=[CH:28][CH:27]=2)[C:10]([CH:12](OS(C)(=O)=O)[C:13]2[CH:18]=[CH:17][CH:16]=[CH:15][CH:14]=2)=[O:11])[CH:5]=[CH:6][C:7]=1[CH3:8].[CH3:33][O:34][CH2:35][CH:36]([NH2:39])[CH2:37][CH3:38], predict the reaction product. The product is: [CH3:1][C:2]1[CH:3]=[C:4]([N:9]([CH2:24][CH2:25][C:26]2[CH:27]=[CH:28][C:29]([CH3:32])=[CH:30][CH:31]=2)[C:10](=[O:11])[CH:12]([NH:39][CH:36]([CH2:35][O:34][CH3:33])[CH2:37][CH3:38])[C:13]2[CH:14]=[CH:15][CH:16]=[CH:17][CH:18]=2)[CH:5]=[CH:6][C:7]=1[CH3:8]. (5) Given the reactants C[Si]([N-][Si](C)(C)C)(C)C.[Li+].[C:11]([C:14]1[N:15]=[CH:16][N:17]([CH3:19])[CH:18]=1)(=[O:13])[CH3:12].[C:20](OCC)(=[O:26])[C:21]([O:23][CH2:24][CH3:25])=[O:22], predict the reaction product. The product is: [CH2:24]([O:23][C:21](=[O:22])[C:20](=[O:26])[CH2:12][C:11]([C:14]1[N:15]=[CH:16][N:17]([CH3:19])[CH:18]=1)=[O:13])[CH3:25]. (6) The product is: [Cl:26][C:27]1[CH:32]=[CH:31][CH:30]=[CH:29][C:28]=1[C@H:33]([O:1][C:2]1[CH:3]=[C:4]([N:11]2[C:15]3[CH:16]=[CH:17][C:18]([C:20]([O:22][CH2:23][CH:24]=[CH2:25])=[O:21])=[CH:19][C:14]=3[N:13]=[CH:12]2)[S:5][C:6]=1[C:7]([O:9][CH3:10])=[O:8])[CH3:34]. Given the reactants [OH:1][C:2]1[CH:3]=[C:4]([N:11]2[C:15]3[CH:16]=[CH:17][C:18]([C:20]([O:22][CH2:23][CH:24]=[CH2:25])=[O:21])=[CH:19][C:14]=3[N:13]=[CH:12]2)[S:5][C:6]=1[C:7]([O:9][CH3:10])=[O:8].[Cl:26][C:27]1[CH:32]=[CH:31][CH:30]=[CH:29][C:28]=1[C@@H:33](O)[CH3:34].C1(P(C2C=CC=CC=2)C2C=CC=CC=2)C=CC=CC=1.N(C(OC(C)(C)C)=O)=NC(OC(C)(C)C)=O, predict the reaction product. (7) Given the reactants Cl[C:2]([O:4][CH3:5])=[O:3].[C:6]([OH:14])(=[O:13])/[C:7](=[C:9](\[CH:11]=[O:12])/[Cl:10])/[Cl:8].C(N(C(C)C)CC)(C)C, predict the reaction product. The product is: [CH3:5][O:4][C:2]([O:12][CH:11]1[O:14][C:6](=[O:13])[C:7]([Cl:8])=[C:9]1[Cl:10])=[O:3].